From a dataset of Reaction yield outcomes from USPTO patents with 853,638 reactions. Predict the reaction yield, written as a fraction of the theoretical maximum amount of product (1.0 means a 100% yield; for example, 0.34 means a 34% yield). (1) The reactants are [NH:1]([C:54]([O:56][C:57]([CH3:60])([CH3:59])[CH3:58])=[O:55])[C@H:2]([C:13]([N:15]1[CH2:53][CH2:52][CH2:51][C@H:16]1[C:17]([NH:19][C@H:20]([C:22]([NH:24][C@H:25]([C:41]([O:43]CC1C=CC=CC=1)=[O:42])[CH2:26][CH2:27][CH2:28][CH2:29][NH:30][C:31]([O:33][CH2:34][C:35]1[CH:40]=[CH:39][CH:38]=[CH:37][CH:36]=1)=[O:32])=[O:23])[CH3:21])=[O:18])=[O:14])[CH2:3][CH2:4][CH2:5][NH:6][C:7](=[NH:12])[NH:8][N+:9]([O-:11])=[O:10].[OH-].[Na+].Cl. The catalyst is CO. The product is [NH:1]([C:54]([O:56][C:57]([CH3:58])([CH3:60])[CH3:59])=[O:55])[C@H:2]([C:13]([N:15]1[CH2:53][CH2:52][CH2:51][C@H:16]1[C:17]([NH:19][C@H:20]([C:22]([NH:24][C@H:25]([C:41]([OH:43])=[O:42])[CH2:26][CH2:27][CH2:28][CH2:29][NH:30][C:31]([O:33][CH2:34][C:35]1[CH:36]=[CH:37][CH:38]=[CH:39][CH:40]=1)=[O:32])=[O:23])[CH3:21])=[O:18])=[O:14])[CH2:3][CH2:4][CH2:5][NH:6][C:7](=[NH:12])[NH:8][N+:9]([O-:11])=[O:10]. The yield is 0.920. (2) The reactants are [CH2:1]([O:3][C:4]1[C:8]([CH2:9][CH2:10][CH2:11][CH2:12][O:13][C:14]2[CH:18]=[C:17]([CH2:19][CH2:20][C:21]([O:23]CC)=[O:22])[N:16]([C:26]3[CH:31]=[CH:30][CH:29]=[CH:28][CH:27]=3)[N:15]=2)=[CH:7][NH:6][N:5]=1)[CH3:2].[H-].[Na+].Cl[C:35]1[CH:40]=[CH:39][C:38]([C:41]([F:44])([F:43])[F:42])=[CH:37][N:36]=1.[Cl-].[NH4+]. The catalyst is CN(C)C=O. The product is [CH2:1]([O:3][C:4]1[C:8]([CH2:9][CH2:10][CH2:11][CH2:12][O:13][C:14]2[CH:18]=[C:17]([CH2:19][CH2:20][C:21]([OH:23])=[O:22])[N:16]([C:26]3[CH:27]=[CH:28][CH:29]=[CH:30][CH:31]=3)[N:15]=2)=[CH:7][N:6]([C:35]2[CH:40]=[CH:39][C:38]([C:41]([F:44])([F:43])[F:42])=[CH:37][N:36]=2)[N:5]=1)[CH3:2]. The yield is 0.560.